This data is from Forward reaction prediction with 1.9M reactions from USPTO patents (1976-2016). The task is: Predict the product of the given reaction. (1) Given the reactants [C:1]([N:8]1[CH2:12][CH2:11][CH2:10][CH:9]1[CH2:13][OH:14])([O:3][C:4]([CH3:7])([CH3:6])[CH3:5])=[O:2].S(Cl)(C)(=O)=O.C(N(CC)CC)C, predict the reaction product. The product is: [C:1]([N:8]1[CH2:12][CH2:11][CH2:10][C@H:9]1[CH2:13][OH:14])([O:3][C:4]([CH3:7])([CH3:6])[CH3:5])=[O:2]. (2) Given the reactants [C:1]([O:5][C:6]([N:8]1[CH:12]=[CH:11][CH:10]=[C:9]1B(O)O)=[O:7])([CH3:4])([CH3:3])[CH3:2].C(=O)([O-])[O-].[Na+].[Na+].C(COC)OC.Br[C:29]1[CH:30]=[C:31]([CH:37]=[CH:38][C:39]=1[O:40][CH2:41][O:42][CH3:43])[C:32]([O:34][CH2:35][CH3:36])=[O:33], predict the reaction product. The product is: [CH2:35]([O:34][C:32]([C:31]1[CH:30]=[CH:29][C:39]([O:40][CH2:41][O:42][CH3:43])=[C:38]([C:9]2[N:8]([C:6]([O:5][C:1]([CH3:4])([CH3:3])[CH3:2])=[O:7])[CH:12]=[CH:11][CH:10]=2)[CH:37]=1)=[O:33])[CH3:36]. (3) Given the reactants Cl[C:2]1[C:7]([NH:8][CH:9]2[CH2:11][CH2:10]2)=[CH:6][C:5]([F:12])=[CH:4][N:3]=1.[S:13]1[C:17]2[CH:18]=[CH:19][CH:20]=[CH:21][C:16]=2[N:15]=[C:14]1[NH:22][C@H:23]1[CH2:26][C@H:25]([NH2:27])[CH2:24]1.CC(C)([O-])C.[Na+], predict the reaction product. The product is: [S:13]1[C:17]2[CH:18]=[CH:19][CH:20]=[CH:21][C:16]=2[N:15]=[C:14]1[NH:22][C@H:23]1[CH2:24][C@H:25]([NH:27][C:2]2[C:7]([NH:8][CH:9]3[CH2:11][CH2:10]3)=[CH:6][C:5]([F:12])=[CH:4][N:3]=2)[CH2:26]1. (4) The product is: [Br-:9].[Br-:8].[CH2:17]([N+:13]([CH2:12][CH2:11][CH3:10])([CH2:14][CH2:15][CH3:16])[CH2:20][CH2:21][CH2:22][N+:5]1[CH:6]=[CH:7][C:2]([CH3:1])=[CH:3][CH:4]=1)[CH2:18][CH3:19]. Given the reactants [CH3:1][C:2]1[CH:7]=[CH:6][N:5]=[CH:4][CH:3]=1.[Br-:8].[Br:9][CH2:10][CH2:11][CH2:12][N+:13]([CH2:20][CH2:21][CH3:22])([CH2:17][CH2:18][CH3:19])[CH2:14][CH2:15][CH3:16].CN(C=O)C, predict the reaction product.